From a dataset of Full USPTO retrosynthesis dataset with 1.9M reactions from patents (1976-2016). Predict the reactants needed to synthesize the given product. Given the product [C:16]([O:15][C:13]([NH:12][C@@H:7]([CH2:8][CH2:9][S:10][CH3:11])[CH2:6][S:20]([O-:23])(=[O:22])=[O:21])=[O:14])([CH3:17])([CH3:18])[CH3:19].[Na+:24], predict the reactants needed to synthesize it. The reactants are: CS(O[CH2:6][C@@H:7]([NH:12][C:13]([O:15][C:16]([CH3:19])([CH3:18])[CH3:17])=[O:14])[CH2:8][CH2:9][S:10][CH3:11])(=O)=O.[S:20]([O-:23])([O-:22])=[O:21].[Na+:24].[Na+].